Dataset: TCR-epitope binding with 47,182 pairs between 192 epitopes and 23,139 TCRs. Task: Binary Classification. Given a T-cell receptor sequence (or CDR3 region) and an epitope sequence, predict whether binding occurs between them. (1) The epitope is YLNTLTLAV. The TCR CDR3 sequence is CASSLGPGETQYF. Result: 1 (the TCR binds to the epitope). (2) The epitope is LLWNGPMAV. The TCR CDR3 sequence is CASSYSTEAYEQYF. Result: 1 (the TCR binds to the epitope). (3) The epitope is CINGVCWTV. The TCR CDR3 sequence is CASSQAENTEAFF. Result: 1 (the TCR binds to the epitope). (4) The epitope is TSDLATNNLVVMAY. The TCR CDR3 sequence is CASSPVTGALHEQYF. Result: 0 (the TCR does not bind to the epitope). (5) The epitope is MMISAGFSL. The TCR CDR3 sequence is CASSSPGTQYF. Result: 0 (the TCR does not bind to the epitope). (6) The epitope is WICLLQFAY. The TCR CDR3 sequence is CSVGVLTSNEQFF. Result: 1 (the TCR binds to the epitope). (7) The epitope is GPGHKARVL. The TCR CDR3 sequence is CSVPDRAGGYTF. Result: 0 (the TCR does not bind to the epitope). (8) The epitope is GILGFVFTL. The TCR CDR3 sequence is CASSYGGTYGYTF. Result: 0 (the TCR does not bind to the epitope). (9) The epitope is FLPRVFSAV. The TCR CDR3 sequence is CASSKGPAGANTEAFF. Result: 1 (the TCR binds to the epitope).